Task: Predict which catalyst facilitates the given reaction.. Dataset: Catalyst prediction with 721,799 reactions and 888 catalyst types from USPTO (1) Product: [CH3:61][O:62][C:63]1[CH:68]=[C:67]([O:69][CH3:70])[CH:66]=[CH:65][C:64]=1[CH2:71][N:11]1[C:10](=[O:21])[C:9]([CH2:8][C:7]2[CH:6]=[CH:5][C:4]([C:22]3[C:23]([C:28]#[N:29])=[CH:24][CH:25]=[CH:26][CH:27]=3)=[CH:3][C:2]=2[F:1])=[C:14]([CH2:15][CH2:16][CH3:17])[N:13]2[N:18]=[CH:19][N:20]=[C:12]12. The catalyst class is: 362. Reactant: [F:1][C:2]1[CH:3]=[C:4]([C:22]2[C:23]([C:28]#[N:29])=[CH:24][CH:25]=[CH:26][CH:27]=2)[CH:5]=[CH:6][C:7]=1[CH2:8][C:9]1[C:10](=[O:21])[NH:11][C:12]2[N:13]([N:18]=[CH:19][N:20]=2)[C:14]=1[CH2:15][CH2:16][CH3:17].N(C(N1CCCCC1)=O)=NC(N1CCCCC1)=O.C(P(CCCC)CCCC)CCC.[CH3:61][O:62][C:63]1[CH:68]=[C:67]([O:69][CH3:70])[CH:66]=[CH:65][C:64]=1[CH2:71]O. (2) Reactant: [CH2:1]([NH:3][C:4]([C:6]1[CH:11]=[CH:10][C:9]([N:12]2[CH:16]=[C:15]([C:17](O)=[O:18])[N:14]=[N:13]2)=[C:8]([O:20][CH2:21][CH2:22][CH2:23][C:24]2[CH:29]=[CH:28][CH:27]=[CH:26][CH:25]=2)[CH:7]=1)=[O:5])[CH3:2].[CH3:30][O:31][CH2:32][CH2:33][NH2:34].C1C=CC2N(O)N=NC=2C=1.CCN=C=NCCCN(C)C. Product: [CH2:1]([NH:3][C:4]([C:6]1[CH:11]=[CH:10][C:9]([N:12]2[CH:16]=[C:15]([C:17]([NH:34][CH2:33][CH2:32][O:31][CH3:30])=[O:18])[N:14]=[N:13]2)=[C:8]([O:20][CH2:21][CH2:22][CH2:23][C:24]2[CH:29]=[CH:28][CH:27]=[CH:26][CH:25]=2)[CH:7]=1)=[O:5])[CH3:2]. The catalyst class is: 851. (3) Reactant: Cl[C:2]1[N:7]=[C:6]([NH2:8])[N:5]=[C:4]([NH:9][C:10]2[CH:15]=[CH:14][C:13]([O:16][C:17]3[CH:22]=[CH:21][N:20]=[C:19]([C:23]([F:26])([F:25])[F:24])[CH:18]=3)=[CH:12][CH:11]=2)[CH:3]=1.CC1(C)C(C)(C)OB(/[CH:35]=[CH:36]/[C:37]2[CH:42]=[CH:41][C:40]([N+:43]([O-:45])=[O:44])=[CH:39][CH:38]=2)O1.C([O-])([O-])=O.[Na+].[Na+]. Product: [N+:43]([C:40]1[CH:41]=[CH:42][C:37](/[CH:36]=[CH:35]/[C:2]2[N:7]=[C:6]([NH2:8])[N:5]=[C:4]([NH:9][C:10]3[CH:15]=[CH:14][C:13]([O:16][C:17]4[CH:22]=[CH:21][N:20]=[C:19]([C:23]([F:26])([F:25])[F:24])[CH:18]=4)=[CH:12][CH:11]=3)[CH:3]=2)=[CH:38][CH:39]=1)([O-:45])=[O:44]. The catalyst class is: 44. (4) Reactant: C(P1(=O)OP(CCC)(=O)OP(CCC)(=O)O1)CC.[Br:19][C:20]1[CH:21]=[C:22]([CH:26]=[C:27]([N+:29]([O-:31])=[O:30])[CH:28]=1)[C:23]([OH:25])=O.[CH3:32][O:33][CH2:34][CH2:35][O:36][CH2:37][CH2:38][O:39][CH2:40][CH2:41][NH2:42].CCN(CC)CC. Product: [Br:19][C:20]1[CH:21]=[C:22]([CH:26]=[C:27]([N+:29]([O-:31])=[O:30])[CH:28]=1)[C:23]([NH:42][CH2:41][CH2:40][O:39][CH2:38][CH2:37][O:36][CH2:35][CH2:34][O:33][CH3:32])=[O:25]. The catalyst class is: 25. (5) Reactant: [CH3:1][O:2][CH2:3][O:4][C:5]1[CH:6]=[C:7]([CH:17]=[C:18]([O:29][CH2:30][O:31][CH3:32])[C:19]=1[CH2:20]/[CH:21]=[CH:22]/[C:23]1[CH:28]=[CH:27][CH:26]=[CH:25][CH:24]=1)[CH2:8][O:9][Si](C(C)(C)C)(C)C.CCCC[N+](CCCC)(CCCC)CCCC.[F-]. Product: [CH3:32][O:31][CH2:30][O:29][C:18]1[CH:17]=[C:7]([CH2:8][OH:9])[CH:6]=[C:5]([O:4][CH2:3][O:2][CH3:1])[C:19]=1[CH2:20]/[CH:21]=[CH:22]/[C:23]1[CH:28]=[CH:27][CH:26]=[CH:25][CH:24]=1. The catalyst class is: 1. (6) Reactant: [Cl:1][C:2]1[N:3]=[CH:4][C:5]2[N:11]([CH3:12])[C:10](=[O:13])[C:9](=[CH:14][CH3:15])[CH2:8][N:7]([CH:16]3[CH2:20][CH2:19][CH2:18][CH2:17]3)[C:6]=2[N:21]=1.C([N-]C(C)C)(C)C.[Li+].CN(C)P(N(C)C)(N(C)C)=O.C1C=CC(S(N(S(C2C=CC=CC=2)(=O)=O)[F:51])(=O)=O)=CC=1. Product: [Cl:1][C:2]1[N:3]=[CH:4][C:5]2[N:11]([CH3:12])[C:10](=[O:13])[C:9]([F:51])([CH:14]=[CH2:15])[CH2:8][N:7]([CH:16]3[CH2:20][CH2:19][CH2:18][CH2:17]3)[C:6]=2[N:21]=1. The catalyst class is: 54. (7) Reactant: [C:1]([O:9][CH:10]([C@@H:13]1[CH2:17][C@@H:16]([OH:18])[C@H:15]([N:19]2[C:23]3[N:24]=[C:25]([NH2:29])[NH:26][C:27](=[O:28])[C:22]=3[S:21][C:20]2=[O:30])[O:14]1)[CH2:11][CH3:12])(=[O:8])[C:2]1[CH:7]=[CH:6][CH:5]=[CH:4][CH:3]=1.Cl[C:32](=[S:40])[O:33][C:34]1[CH:39]=[CH:38][CH:37]=[CH:36][CH:35]=1. Product: [C:1]([O:9][CH:10]([C@@H:13]1[CH2:17][C@@H:16]([O:18][C:32]([O:33][C:34]2[CH:39]=[CH:38][CH:37]=[CH:36][CH:35]=2)=[S:40])[C@H:15]([N:19]2[C:23]3[N:24]=[C:25]([NH2:29])[NH:26][C:27](=[O:28])[C:22]=3[S:21][C:20]2=[O:30])[O:14]1)[CH2:11][CH3:12])(=[O:8])[C:2]1[CH:7]=[CH:6][CH:5]=[CH:4][CH:3]=1. The catalyst class is: 64. (8) Product: [C:15]([C:10]1[CH:9]=[C:8]2[C:13](=[CH:12][CH:11]=1)[NH:5][C:6](=[O:14])[CH2:7]2)(=[O:17])[CH3:16]. The catalyst class is: 3. Reactant: [Al+3].[Cl-].[Cl-].[Cl-].[NH:5]1[C:13]2[C:8](=[CH:9][CH:10]=[CH:11][CH:12]=2)[CH2:7][C:6]1=[O:14].[C:15](Cl)(=[O:17])[CH3:16]. (9) Reactant: Cl.[F:2][C:3]([CH3:8])([CH3:7])[CH2:4][CH2:5][NH2:6].CN1CCCC1.[F:15][C:16]1[CH:21]=[C:20]([CH3:22])[C:19]([C:23]2[CH:34]=[N:33][C:26]3[N:27]=[C:28]([NH:31][CH3:32])[N:29]=[CH:30][C:25]=3[CH:24]=2)=[CH:18][C:17]=1[NH:35][C:36](=O)[O:37]C(C)=C. Product: [F:2][C:3]([CH3:8])([CH3:7])[CH2:4][CH2:5][NH:6][C:36]([NH:35][C:17]1[CH:18]=[C:19]([C:23]2[CH:34]=[N:33][C:26]3[N:27]=[C:28]([NH:31][CH3:32])[N:29]=[CH:30][C:25]=3[CH:24]=2)[C:20]([CH3:22])=[CH:21][C:16]=1[F:15])=[O:37]. The catalyst class is: 12.